From a dataset of Peptide-MHC class II binding affinity with 134,281 pairs from IEDB. Regression. Given a peptide amino acid sequence and an MHC pseudo amino acid sequence, predict their binding affinity value. This is MHC class II binding data. (1) The peptide sequence is EKKYFAATQFEPLAC. The MHC is HLA-DQA10501-DQB10301 with pseudo-sequence HLA-DQA10501-DQB10301. The binding affinity (normalized) is 0.383. (2) The peptide sequence is DLGCGRGGWCYYAAA. The MHC is DRB3_0301 with pseudo-sequence DRB3_0301. The binding affinity (normalized) is 0.377.